This data is from Reaction yield outcomes from USPTO patents with 853,638 reactions. The task is: Predict the reaction yield, written as a fraction of the theoretical maximum amount of product (1.0 means a 100% yield; for example, 0.34 means a 34% yield). (1) The reactants are [Cl:1][C:2]1[CH:10]=[C:9]2[C:5]([C:6]([C:11]([O:13]C)=[O:12])=[CH:7][NH:8]2)=[CH:4][C:3]=1[C:15]1[CH:20]=[CH:19][C:18]([C:21]2([OH:25])[CH2:24][O:23][CH2:22]2)=[C:17]([O:26][CH3:27])[CH:16]=1.[OH-].[Na+]. The catalyst is CO. The product is [Cl:1][C:2]1[CH:10]=[C:9]2[C:5]([C:6]([C:11]([OH:13])=[O:12])=[CH:7][NH:8]2)=[CH:4][C:3]=1[C:15]1[CH:20]=[CH:19][C:18]([C:21]2([OH:25])[CH2:24][O:23][CH2:22]2)=[C:17]([O:26][CH3:27])[CH:16]=1. The yield is 0.175. (2) The yield is 0.840. The product is [N:29]([C@H:19]1[C@@H:18]([CH2:32][O:33][CH2:34][C:35]2[CH:40]=[CH:39][CH:38]=[CH:37][CH:36]=2)[O:17][CH:12]([OH:13])[C@H:11]([OH:10])[C@H:20]1[O:21][CH2:22][C:23]1[CH:28]=[CH:27][CH:26]=[CH:25][CH:24]=1)=[N+:30]=[N-:31]. The reactants are C(=O)([O-])[O-].[K+].[K+].C([O:10][C@@H:11]1[C@@H:20]([O:21][CH2:22][C:23]2[CH:28]=[CH:27][CH:26]=[CH:25][CH:24]=2)[C@@H:19]([N:29]=[N+:30]=[N-:31])[C@@H:18]([CH2:32][O:33][CH2:34][C:35]2[CH:40]=[CH:39][CH:38]=[CH:37][CH:36]=2)[O:17][C@H:12]1[O:13]C(=O)C)(=O)C. The catalyst is CO.O.